Task: Predict which catalyst facilitates the given reaction.. Dataset: Catalyst prediction with 721,799 reactions and 888 catalyst types from USPTO (1) Reactant: [CH2:1]([C:3]1[C:7]([O:8][C:9]2[CH:10]=[C:11]([C:17]#[N:18])[CH:12]=[C:13]([CH:16]=2)[C:14]#[N:15])=[C:6]([CH2:19][CH2:20][O:21][C:22]2[CH:27]=[CH:26][CH:25]=[C:24]([S:28]([CH3:30])=[O:29])[CH:23]=2)[NH:5][N:4]=1)[CH3:2].[OH:31]OS([O-])=O.[K+]. Product: [CH2:1]([C:3]1[C:7]([O:8][C:9]2[CH:10]=[C:11]([C:17]#[N:18])[CH:12]=[C:13]([CH:16]=2)[C:14]#[N:15])=[C:6]([CH2:19][CH2:20][O:21][C:22]2[CH:27]=[CH:26][CH:25]=[C:24]([S:28]([CH3:30])(=[O:31])=[O:29])[CH:23]=2)[NH:5][N:4]=1)[CH3:2]. The catalyst class is: 24. (2) Product: [CH2:23]([N:30]1[C:34](/[CH:35]=[C:8](/[C:7]([O:18][C:19]([CH3:20])([CH3:21])[CH3:22])=[O:17])\[CH2:9][C:10]([OH:12])=[O:11])=[CH:33][N:32]=[C:31]1[CH2:37][CH3:38])[C:24]1[CH:25]=[CH:26][CH:27]=[CH:28][CH:29]=1. Reactant: CC(C)([O-])C.[K+].[C:7]([O:18][C:19]([CH3:22])([CH3:21])[CH3:20])(=[O:17])[CH2:8][CH2:9][C:10]([O:12]C(C)(C)C)=[O:11].[CH2:23]([N:30]1[C:34]([CH:35]=O)=[CH:33][N:32]=[C:31]1[CH2:37][CH3:38])[C:24]1[CH:29]=[CH:28][CH:27]=[CH:26][CH:25]=1. The catalyst class is: 107.